Dataset: Catalyst prediction with 721,799 reactions and 888 catalyst types from USPTO. Task: Predict which catalyst facilitates the given reaction. (1) Reactant: [CH3:1][O:2][CH2:3][C@H:4]1[CH2:8][C@H:7](OS(C)(=O)=O)[CH2:6][N:5]1[C:14]([O:16][C:17]([CH3:20])([CH3:19])[CH3:18])=[O:15].[N-:21]=[N+:22]=[N-:23].[Na+]. Product: [N:21]([C@H:7]1[CH2:6][N:5]([C:14]([O:16][C:17]([CH3:20])([CH3:19])[CH3:18])=[O:15])[C@@H:4]([CH2:3][O:2][CH3:1])[CH2:8]1)=[N+:22]=[N-:23]. The catalyst class is: 3. (2) Reactant: [Li][CH2:2][CH2:3][CH2:4][CH3:5].[CH3:6][CH2:7][CH2:8][CH2:9][CH2:10][CH3:11].[CH2:12]([BH:18]Cl)[CH2:13][CH2:14][CH2:15][CH2:16][CH3:17]. Product: [CH2:6]([B:18]([CH2:12][CH2:13][CH2:14][CH2:15][CH2:16][CH3:17])[CH:3]1[CH2:2][C:4]1=[CH2:5])[CH2:7][CH2:8][CH2:9][CH2:10][CH3:11]. The catalyst class is: 1. (3) Reactant: CCCC[N+](CCCC)(CCCC)CCCC.[F-].[CH3:19][C:20]1[CH:21]=[C:22](/[C:25](=[N:27]/[O:28][C:29]([C@@H:31]2[CH2:46][N:35]3[C:36](=[O:45])[C:37]4[CH:44]=[CH:43][CH:42]=[CH:41][C:38]=4[CH:39]=[CH:40][C@@H:34]3[CH2:33][CH2:32]2)=O)/[NH2:26])[NH:23][CH:24]=1. Product: [CH3:19][C:20]1[CH:21]=[C:22]([C:25]2[N:26]=[C:29]([C@H:31]3[CH2:46][N:35]4[C:36](=[O:45])[C:37]5[CH:44]=[CH:43][CH:42]=[CH:41][C:38]=5[CH:39]=[CH:40][C@@H:34]4[CH2:33][CH2:32]3)[O:28][N:27]=2)[NH:23][CH:24]=1. The catalyst class is: 1. (4) Reactant: [NH2:1][C:2]1[NH:6][N:5]=[C:4]([CH3:7])[C:3]=1[C:8]1[S:9][C:10]2[CH:16]=[C:15]([S:17](Cl)(=[O:19])=[O:18])[CH:14]=[CH:13][C:11]=2[N:12]=1.[N:21]1([CH2:27][CH2:28][NH2:29])[CH2:26][CH2:25][O:24][CH2:23][CH2:22]1.CN1CCOCC1. Product: [N:21]1([CH2:27][CH2:28][NH:29][S:17]([C:15]2[CH:14]=[CH:13][C:11]3[N:12]=[C:8]([C:3]4[C:4]([CH3:7])=[N:5][NH:6][C:2]=4[NH2:1])[S:9][C:10]=3[CH:16]=2)(=[O:19])=[O:18])[CH2:26][CH2:25][O:24][CH2:23][CH2:22]1. The catalyst class is: 5. (5) Reactant: [Br:1][C:2]1[CH:7]=[CH:6][C:5]([S:8](Cl)(=[O:10])=[O:9])=[CH:4][CH:3]=1.[CH3:12][C:13]1([CH3:22])[C@H:18]2[CH2:19][C@@H:14]1[CH2:15][CH2:16][C@H:17]2CN.CC[N:25](CC)CC. The catalyst class is: 2. Product: [Br:1][C:2]1[CH:7]=[CH:6][C:5]([S:8]([NH:25][CH:17]2[CH2:16][CH2:15][CH:14]3[CH2:19][CH:18]2[C:13]3([CH3:22])[CH3:12])(=[O:10])=[O:9])=[CH:4][CH:3]=1. (6) Reactant: Cl[S:2]([C:5]1[CH:6]=[C:7]([CH:11]=[CH:12][CH:13]=1)[C:8](Cl)=[O:9])(=[O:4])=[O:3].[N:14]1([CH:19]2[CH2:24][CH2:23][NH:22][CH2:21][CH2:20]2)[CH2:18][CH2:17][CH2:16][CH2:15]1.C(=O)([O-])[O-].[Na+].[Na+].[F:31][C:32]1[CH:38]=[CH:37][C:35]([NH2:36])=[CH:34][CH:33]=1. Product: [F:31][C:32]1[CH:38]=[CH:37][C:35]([NH:36][S:2]([C:5]2[CH:13]=[CH:12][CH:11]=[C:7]([C:8]([N:22]3[CH2:23][CH2:24][CH:19]([N:14]4[CH2:18][CH2:17][CH2:16][CH2:15]4)[CH2:20][CH2:21]3)=[O:9])[CH:6]=2)(=[O:4])=[O:3])=[CH:34][CH:33]=1. The catalyst class is: 98. (7) Reactant: O[CH2:2][CH2:3][CH:4]([C:17]1[CH:22]=[CH:21][CH:20]=[C:19]([C:23]([F:26])([F:25])[F:24])[CH:18]=1)[CH2:5][C:6]([NH:8][NH:9][C:10]([O:12][C:13]([CH3:16])([CH3:15])[CH3:14])=[O:11])=[O:7].N1C=CC=CC=1.C(Br)(Br)(Br)[Br:34].C1(P(C2C=CC=CC=2)C2C=CC=CC=2)C=CC=CC=1. Product: [Br:34][CH2:2][CH2:3][CH:4]([C:17]1[CH:22]=[CH:21][CH:20]=[C:19]([C:23]([F:26])([F:25])[F:24])[CH:18]=1)[CH2:5][C:6]([NH:8][NH:9][C:10]([O:12][C:13]([CH3:16])([CH3:15])[CH3:14])=[O:11])=[O:7]. The catalyst class is: 2. (8) Reactant: [F:1][C:2]1[CH:7]=[CH:6][C:5](/[C:8](/[C:11]2[CH:12]=[N:13][C:14]([N:17]3[CH2:22][CH2:21][NH:20][CH2:19][CH2:18]3)=[N:15][CH:16]=2)=[CH:9]\[CH3:10])=[CH:4][CH:3]=1.[H][H]. Product: [F:1][C:2]1[CH:7]=[CH:6][C:5]([CH:8]([C:11]2[CH:12]=[N:13][C:14]([N:17]3[CH2:22][CH2:21][NH:20][CH2:19][CH2:18]3)=[N:15][CH:16]=2)[CH2:9][CH3:10])=[CH:4][CH:3]=1. The catalyst class is: 19. (9) Reactant: [NH2:1][C:2]1[CH:7]=[CH:6][C:5]([C:8]2[CH:13]=[CH:12][N:11]=[C:10]([N:14]([CH2:16][C:17]3[CH:22]=[CH:21][CH:20]=[CH:19][CH:18]=3)[CH3:15])[CH:9]=2)=[C:4]([O:23][CH3:24])[CH:3]=1.[C:25]([O:29][C:30]([NH:32][C@H:33]([CH2:37][CH:38]([CH3:40])[CH3:39])[C:34](O)=[O:35])=[O:31])([CH3:28])([CH3:27])[CH3:26].C(N(CC)C(C)C)(C)C.CN(C(ON1N=NC2C=CC=CC1=2)=[N+](C)C)C.[B-](F)(F)(F)F.C([O-])(O)=O.[Na+]. Product: [CH2:16]([N:14]([CH3:15])[C:10]1[CH:9]=[C:8]([C:5]2[CH:6]=[CH:7][C:2]([NH:1][C:34](=[O:35])[C@H:33]([NH:32][C:30](=[O:31])[O:29][C:25]([CH3:28])([CH3:27])[CH3:26])[CH2:37][CH:38]([CH3:40])[CH3:39])=[CH:3][C:4]=2[O:23][CH3:24])[CH:13]=[CH:12][N:11]=1)[C:17]1[CH:18]=[CH:19][CH:20]=[CH:21][CH:22]=1. The catalyst class is: 4. (10) Reactant: Cl[C:2]1[N:14]=[C:13]([C:15]2[CH:20]=[C:19]([F:21])[CH:18]=[C:17]([F:22])[CH:16]=2)[CH:12]=[C:11]([C:23]([F:26])([F:25])[F:24])[C:3]=1[C:4]([O:6][C:7]([CH3:10])([CH3:9])[CH3:8])=[O:5].[F:27][C:28]1[CH:33]=[CH:32][C:31]([F:34])=[CH:30][C:29]=1[OH:35].C(=O)([O-])[O-].[K+].[K+]. Product: [F:27][C:28]1[CH:33]=[CH:32][C:31]([F:34])=[CH:30][C:29]=1[O:35][C:2]1[N:14]=[C:13]([C:15]2[CH:20]=[C:19]([F:21])[CH:18]=[C:17]([F:22])[CH:16]=2)[CH:12]=[C:11]([C:23]([F:26])([F:25])[F:24])[C:3]=1[C:4]([O:6][C:7]([CH3:10])([CH3:9])[CH3:8])=[O:5]. The catalyst class is: 3.